This data is from Full USPTO retrosynthesis dataset with 1.9M reactions from patents (1976-2016). The task is: Predict the reactants needed to synthesize the given product. (1) The reactants are: [OH:1][CH2:2][CH:3]1[CH2:11][C:10]2[C:5](=[CH:6][CH:7]=[CH:8][CH:9]=2)[N:4]1[C:12]([O:14][CH2:15][C:16]1[CH:21]=[CH:20][CH:19]=[CH:18][CH:17]=1)=[O:13].[I:22]N1C(=O)CCC1=O. Given the product [OH:1][CH2:2][CH:3]1[CH2:11][C:10]2[C:5](=[CH:6][CH:7]=[C:8]([I:22])[CH:9]=2)[N:4]1[C:12]([O:14][CH2:15][C:16]1[CH:21]=[CH:20][CH:19]=[CH:18][CH:17]=1)=[O:13], predict the reactants needed to synthesize it. (2) The reactants are: [C:1]1([CH2:7][C:8]#[N:9])[CH:6]=[CH:5][CH:4]=[CH:3][CH:2]=1.[CH:10](OCC)=[O:11].[H-].[Na+].Cl. Given the product [O:11]=[CH:10][CH:7]([C:1]1[CH:6]=[CH:5][CH:4]=[CH:3][CH:2]=1)[C:8]#[N:9], predict the reactants needed to synthesize it. (3) Given the product [Br:1][C:2]1[CH:3]=[C:4]([F:16])[C:5]([C:9]2[N:13]([CH3:14])[N:12]=[C:11]([CH3:15])[C:10]=2[C:24]([C:23]2[CH:27]=[CH:28][C:29]([F:31])=[CH:30][C:22]=2[Cl:21])=[O:25])=[C:6]([F:8])[CH:7]=1, predict the reactants needed to synthesize it. The reactants are: [Br:1][C:2]1[CH:7]=[C:6]([F:8])[C:5]([C:9]2[N:13]([CH3:14])[N:12]=[C:11]([CH3:15])[CH:10]=2)=[C:4]([F:16])[CH:3]=1.[Cl-].[Al+3].[Cl-].[Cl-].[Cl:21][C:22]1[CH:30]=[C:29]([F:31])[CH:28]=[CH:27][C:23]=1[C:24](Cl)=[O:25]. (4) Given the product [OH:50][C:47]1[CH:46]=[CH:45][C:44]([N:38]2[CH2:43][CH2:42][N:41]([C:7]([C:6]3[CH:5]=[CH:4][C:3]([C:1]#[N:2])=[CH:11][CH:10]=3)=[O:9])[CH2:40][CH2:39]2)=[CH:49][CH:48]=1, predict the reactants needed to synthesize it. The reactants are: [C:1]([C:3]1[CH:11]=[CH:10][C:6]([C:7]([OH:9])=O)=[CH:5][CH:4]=1)#[N:2].C1(N=C=NC2CCCCC2)CCCCC1.O.ON1C2C=CC=CC=2N=N1.[N:38]1([C:44]2[CH:49]=[CH:48][C:47]([OH:50])=[CH:46][CH:45]=2)[CH2:43][CH2:42][NH:41][CH2:40][CH2:39]1. (5) The reactants are: Br[C:2]1[CH:7]=[CH:6][N:5]=[C:4]([NH:8][C:9]([CH:11]2[CH2:13][CH2:12]2)=[O:10])[CH:3]=1.[CH3:14][C:15]1([CH3:31])[C:19]([CH3:21])([CH3:20])[O:18][B:17]([B:17]2[O:18][C:19]([CH3:21])([CH3:20])[C:15]([CH3:31])([CH3:14])[O:16]2)[O:16]1.C([O-])(=O)C.[K+]. Given the product [CH3:14][C:15]1([CH3:31])[C:19]([CH3:21])([CH3:20])[O:18][B:17]([C:2]2[CH:7]=[CH:6][N:5]=[C:4]([NH:8][C:9]([CH:11]3[CH2:13][CH2:12]3)=[O:10])[CH:3]=2)[O:16]1, predict the reactants needed to synthesize it. (6) Given the product [F:2][C:3]1[CH:4]=[N:5][C:6]2[N:7]([N:9]=[CH:10][C:11]=2[C:12]([N:54]2[CH2:53][CH2:52][N:51]([S:55]([C:58]3[CH:59]=[CH:60][C:61]([C:64]([F:67])([F:65])[F:66])=[CH:62][CH:63]=3)(=[O:56])=[O:57])[CH2:50][C@@H:49]2[CH3:48])=[O:14])[CH:8]=1, predict the reactants needed to synthesize it. The reactants are: [Li].[F:2][C:3]1[CH:4]=[N:5][C:6]2[N:7]([N:9]=[CH:10][C:11]=2[C:12]([O-:14])=O)[CH:8]=1.CN(C(ON1N=NC2C=CC=NC1=2)=[N+](C)C)C.F[P-](F)(F)(F)(F)F.CCN(C(C)C)C(C)C.[CH3:48][C@@H:49]1[NH:54][CH2:53][CH2:52][N:51]([S:55]([C:58]2[CH:63]=[CH:62][C:61]([C:64]([F:67])([F:66])[F:65])=[CH:60][CH:59]=2)(=[O:57])=[O:56])[CH2:50]1.